From a dataset of Forward reaction prediction with 1.9M reactions from USPTO patents (1976-2016). Predict the product of the given reaction. Given the reactants Cl[C:2]1[CH:12]=[C:11]([C:13]([O:15][CH2:16][CH3:17])=[O:14])[C:10]([C:18]2[C:27]3[C:22](=[CH:23][CH:24]=[CH:25][CH:26]=3)[CH:21]=[CH:20][CH:19]=2)=[CH:9][C:3]=1[C:4]([O:6][CH2:7][CH3:8])=[O:5].[CH:28]1[C:42]2=[C:43]3[C:35]([C:36]4[C:41]2=[CH:40][CH:39]=[CH:38][CH:37]=4)=[CH:34][CH:33]=[CH:32][C:31]3=[C:30](B(O)O)[CH:29]=1.C([O-])([O-])=O.[Cs+].[Cs+].N#N.C(P(C(C)(C)C)C(C)(C)C)(C)(C)C, predict the reaction product. The product is: [CH:28]1[C:42]2=[C:43]3[C:35]([C:36]4[C:41]2=[CH:40][CH:39]=[CH:38][CH:37]=4)=[CH:34][CH:33]=[CH:32][C:31]3=[C:30]([C:2]2[CH:12]=[C:11]([C:13]([O:15][CH2:16][CH3:17])=[O:14])[C:10]([C:18]3[C:27]4[C:22](=[CH:23][CH:24]=[CH:25][CH:26]=4)[CH:21]=[CH:20][CH:19]=3)=[CH:9][C:3]=2[C:4]([O:6][CH2:7][CH3:8])=[O:5])[CH:29]=1.